Task: Predict the reactants needed to synthesize the given product.. Dataset: Full USPTO retrosynthesis dataset with 1.9M reactions from patents (1976-2016) (1) Given the product [C:33]([O:37][C:38](=[O:69])[NH:39][C:40]1([C:44]2[CH:45]=[CH:46][C:47]([C:50]3[C:59](=[O:60])[C:58]4[CH:57]=[CH:56][C:55]5[N:61]=[C:29]([CH:28]([F:32])[F:27])[NH:62][C:54]=5[C:53]=4[O:52][C:51]=3[C:63]3[CH:64]=[CH:65][CH:66]=[CH:67][CH:68]=3)=[CH:48][CH:49]=2)[CH2:43][CH2:42][CH2:41]1)([CH3:36])([CH3:34])[CH3:35], predict the reactants needed to synthesize it. The reactants are: C1(P(C2C=CC=CC=2)C2C=CC=CC=2)C=CC=CC=1.C(N(CC)CC)C.[F:27][CH:28]([F:32])[C:29](O)=O.[C:33]([O:37][C:38](=[O:69])[NH:39][C:40]1([C:44]2[CH:49]=[CH:48][C:47]([C:50]3[C:59](=[O:60])[C:58]4[C:53](=[C:54]([NH2:62])[C:55]([NH2:61])=[CH:56][CH:57]=4)[O:52][C:51]=3[C:63]3[CH:68]=[CH:67][CH:66]=[CH:65][CH:64]=3)=[CH:46][CH:45]=2)[CH2:43][CH2:42][CH2:41]1)([CH3:36])([CH3:35])[CH3:34]. (2) Given the product [CH2:1]([O:3][C:4]([C:5]1[C:6]([CH3:25])=[C:7]2[C:11](=[CH:12][C:13]=1[CH3:14])[N:15]=[C:16]([CH2:17][CH2:18][C:19](=[O:21])[NH:46][CH2:44][CH3:45])[N:41]([C:37]1[CH:38]=[CH:39][CH:31]=[CH:32][C:33]=1[Cl:56])[C:8]2=[O:10])=[O:26])[CH3:2], predict the reactants needed to synthesize it. The reactants are: [CH2:1]([O:3][C:4](=[O:26])[C:5]1[C:13]([CH3:14])=[CH:12][C:11]([NH:15][C:16](=O)[CH2:17][CH2:18][C:19]([O:21]CC)=O)=[C:7]([C:8]([OH:10])=O)[C:6]=1[CH3:25])[CH3:2].C(OC(=O)[C:31]1[C:39](C)=[CH:38][C:37]([NH2:41])=[C:33](C(O)=O)[C:32]=1C)C.[CH2:44]([N:46](CC)CC)[CH3:45].C(C(CC(Cl)=O)C([Cl:56])=O)C. (3) Given the product [CH2:1]([O:8][C:9]([N:11]1[CH2:16][CH2:15][CH:14]([CH:17]([N:33]2[CH2:34][CH2:35][N:30]([C:28]([O:27][C:23]([CH3:25])([CH3:24])[CH3:26])=[O:29])[CH2:31][C:32]2=[O:36])[CH2:18][C:19]([O:21][CH3:22])=[O:20])[CH2:13][CH2:12]1)=[O:10])[C:2]1[CH:7]=[CH:6][CH:5]=[CH:4][CH:3]=1, predict the reactants needed to synthesize it. The reactants are: [CH2:1]([O:8][C:9]([N:11]1[CH2:16][CH2:15][CH:14]([CH:17]=[CH:18][C:19]([O:21][CH3:22])=[O:20])[CH2:13][CH2:12]1)=[O:10])[C:2]1[CH:7]=[CH:6][CH:5]=[CH:4][CH:3]=1.[C:23]([O:27][C:28]([N:30]1[CH2:35][CH2:34][NH:33][C:32](=[O:36])[CH2:31]1)=[O:29])([CH3:26])([CH3:25])[CH3:24].CC(C)([O-])C.[K+]. (4) Given the product [C:20]([C:19]1[CH:18]=[N:17][C:11]([CH:12]([F:13])[F:14])=[C:5]([CH:4]=1)[C:6]([O:8][CH2:9][CH3:10])=[O:7])#[N:21], predict the reactants needed to synthesize it. The reactants are: C(O/[CH:4]=[C:5](/[C:11](=O)[CH:12]([F:14])[F:13])\[C:6]([O:8][CH2:9][CH3:10])=[O:7])C.C[N:17](C)/[CH:18]=[CH:19]/[C:20]#[N:21]. (5) Given the product [CH3:18][O:17][C:12]1[CH:13]=[CH:14][CH:15]=[CH:16][C:11]=1[CH:9]([O:8][C:4]1[CH:5]=[N:6][CH:7]=[C:2]([N:19]2[CH2:24][CH2:23][NH:22][CH2:21][CH2:20]2)[N:3]=1)[CH3:10], predict the reactants needed to synthesize it. The reactants are: Cl[C:2]1[CH:7]=[N:6][CH:5]=[C:4]([O:8][CH:9]([C:11]2[CH:16]=[CH:15][CH:14]=[CH:13][C:12]=2[O:17][CH3:18])[CH3:10])[N:3]=1.[NH:19]1[CH2:24][CH2:23][NH:22][CH2:21][CH2:20]1.C([O-])([O-])=O.[K+].[K+].